From a dataset of Experimentally validated miRNA-target interactions with 360,000+ pairs, plus equal number of negative samples. Binary Classification. Given a miRNA mature sequence and a target amino acid sequence, predict their likelihood of interaction. (1) The miRNA is hsa-miR-20b-5p with sequence CAAAGUGCUCAUAGUGCAGGUAG. The protein sequence of the target gene is MFTLLVLLSQLPTVTLGFPHCARGPKASKHAGEEVFTSKEEANFFIHRRLLYNRFDLELFTPGNLERECNEELCNYEEAREIFVDEDKTIAFWQEYSAKGPTTKSDGNREKIDVMGLLTGLIAAGVFLVIFGLLGYYLCITKCNRLQHPCSSAVYERGRHTPSIIFRRPEEAALSPLPPSVEDAGLPSYEQAVALTRKHSVSPPPPYPGHTKGFRVFKKSMSLPSH. Result: 1 (interaction). (2) The miRNA is hsa-miR-3920 with sequence ACUGAUUAUCUUAACUCUCUGA. Result: 1 (interaction). The protein sequence of the target gene is MATDSGDPASTEDSEKPDGISFENRVPQVAATLTVEARLKEKNSTFSASGETVERKRFFRKSVEMTEDDKVAESSPKDERIKAAMNIPRVDKLPSNVLRGGQEVKYEQCSKSTSEISKDCFKEKNEKEMEEEAEMKAVATSPSGRFLKFDIELGRGAFKTVYKGLDTETWVEVAWCELQDRKLTKAEQQRFKEEAEMLKGLQHPNIVRFYDSWESILKGKKCIVLVTELMTSGTLKTYLKRFKVMKPKVLRSWCRQILKGLQFLHTRTPPIIHRDLKCDNIFITGPTGSVKIGDLGLATL.... (3) The protein sequence of the target gene is MASSHTVLMRLVASAYSIAQKAGTIVRCVIAEGDLGIVQKTSATDLQTKADRLVQMSICSSLARKFPKLTIIGEEDLPPGEVDQELIEDGQWEEILKQPCPSQYSAIKEEDLVVWVDPLDGTKEYTEGLLDNVTVLIGIAYEGKAIAGIINQPYYNYQAGPDAALGRTIWGVLGLGAFGFQLKEAPAGKHIITTTRSHSNQLVTDCISAMNPDTVLRVGGAGNKIIQLIEGKASAYVFASPGCKKWDTCAPEVILHAVGGKLTDIHGNALQYNKEVKHMNSAGVLAALRNYEYYASHVPE.... Result: 1 (interaction). The miRNA is mmu-miR-665-3p with sequence ACCAGGAGGCUGAGGUCCCU.